This data is from Reaction yield outcomes from USPTO patents with 853,638 reactions. The task is: Predict the reaction yield, written as a fraction of the theoretical maximum amount of product (1.0 means a 100% yield; for example, 0.34 means a 34% yield). (1) The reactants are [Cl:1][C:2]1[CH:7]=[CH:6][C:5]([S:8][C:9]2[C:14]([F:15])=[C:13]([CH2:16][CH3:17])[N:12]=[CH:11][N:10]=2)=[CH:4][CH:3]=1.[Br:18]N1C(=O)CCC1=O.N(C(C)(C)C#N)=NC(C)(C)C#N. The catalyst is ClC(Cl)C. The product is [Br:18][CH:16]([C:13]1[C:14]([F:15])=[C:9]([S:8][C:5]2[CH:4]=[CH:3][C:2]([Cl:1])=[CH:7][CH:6]=2)[N:10]=[CH:11][N:12]=1)[CH3:17]. The yield is 0.890. (2) The reactants are [Cl:1][C:2]1[CH:7]=[CH:6][CH:5]=[C:4]([Cl:8])[C:3]=1[C:9]([NH:11][C@H:12]([C:34]([O:36]C)=[O:35])[CH2:13][C:14]1[CH:19]=[CH:18][C:17]([O:20][CH2:21][CH2:22][C:23]2[CH:32]=[CH:31][C:30]3[CH:29]([CH3:33])[CH2:28][CH2:27][NH:26][C:25]=3[N:24]=2)=[CH:16][CH:15]=1)=[O:10].O.[Li+].[OH-]. The catalyst is CN(C=O)C. The product is [Cl:8][C:4]1[CH:5]=[CH:6][CH:7]=[C:2]([Cl:1])[C:3]=1[C:9]([NH:11][C@H:12]([C:34]([OH:36])=[O:35])[CH2:13][C:14]1[CH:19]=[CH:18][C:17]([O:20][CH2:21][CH2:22][C:23]2[CH:32]=[CH:31][C:30]3[CH:29]([CH3:33])[CH2:28][CH2:27][NH:26][C:25]=3[N:24]=2)=[CH:16][CH:15]=1)=[O:10]. The yield is 0.410. (3) The reactants are [OH:1][C:2]1[C:3]([O:20][CH3:21])=[C:4]([C:10]2[CH:11]=[C:12]3[C:16](=[CH:17][CH:18]=2)[C:15](=[O:19])[O:14][CH2:13]3)[CH:5]=[CH:6][C:7]=1[O:8][CH3:9].C(=O)([O-])[O-].[K+].[K+].[CH2:28](I)[CH3:29]. The catalyst is C(#N)C. The product is [CH2:28]([O:1][C:2]1[C:3]([O:20][CH3:21])=[C:4]([C:10]2[CH:11]=[C:12]3[C:16](=[CH:17][CH:18]=2)[C:15](=[O:19])[O:14][CH2:13]3)[CH:5]=[CH:6][C:7]=1[O:8][CH3:9])[CH3:29]. The yield is 0.570. (4) The reactants are [CH3:1][O:2][C:3]1[CH:8]=[CH:7][C:6]([CH2:9][C:10]#[N:11])=[CH:5][CH:4]=1.Br[CH2:13][CH2:14][CH2:15]Br.[H-].[Na+].CC(O)C. The catalyst is CCOCC.CS(C)=O.O. The product is [CH3:1][O:2][C:3]1[CH:8]=[CH:7][C:6]([C:9]2([C:10]#[N:11])[CH2:15][CH2:14][CH2:13]2)=[CH:5][CH:4]=1. The yield is 0.620. (5) The reactants are [N:1]([CH2:4][C@@H:5]([C:14]1[CH:23]=[CH:22][C:21]([O:24]CC2C=CC=CC=2)=[C:20]2[C:15]=1[CH:16]=[CH:17][C:18](=[O:32])[NH:19]2)[O:6][Si:7]([C:10]([CH3:13])([CH3:12])[CH3:11])([CH3:9])[CH3:8])=[N+]=[N-].C1CC=CCC=1. The catalyst is [Pd].C(O)C. The product is [NH2:1][CH2:4][C@@H:5]([C:14]1[CH:23]=[CH:22][C:21]([OH:24])=[C:20]2[C:15]=1[CH:16]=[CH:17][C:18](=[O:32])[NH:19]2)[O:6][Si:7]([C:10]([CH3:13])([CH3:12])[CH3:11])([CH3:9])[CH3:8]. The yield is 0.870. (6) The reactants are C[O:2][C:3]1[CH:8]=[CH:7][C:6]([CH2:9][CH2:10][CH2:11][CH2:12][NH2:13])=[CH:5][CH:4]=1.[BrH:14]. No catalyst specified. The product is [BrH:14].[OH:2][C:3]1[CH:4]=[CH:5][C:6]([CH2:9][CH2:10][CH2:11][CH2:12][NH2:13])=[CH:7][CH:8]=1. The yield is 0.900. (7) The reactants are [H-].[Al+3].[Li+].[H-].[H-].[H-].[OH:7][CH2:8][CH:9]1[CH2:11][C:10]1([C:14]1[CH:19]=[CH:18][C:17]([O:20][CH3:21])=[CH:16][CH:15]=1)[C:12]#[N:13].C(OCC)(=O)C.[OH-].[NH4+]. The catalyst is C(OCC)C.CO.ClCCl.CCCCCCC. The product is [NH2:13][CH2:12][C:10]1([C:14]2[CH:19]=[CH:18][C:17]([O:20][CH3:21])=[CH:16][CH:15]=2)[CH2:11][CH:9]1[CH2:8][OH:7]. The yield is 0.930. (8) The reactants are [CH2:1]([NH:8][C@H:9]([CH2:17][OH:18])[CH2:10][C:11]1[CH:16]=[CH:15][CH:14]=[CH:13][CH:12]=1)[C:2]1[CH:7]=[CH:6][CH:5]=[CH:4][CH:3]=1.CO.[C:21](O[C:21]([O:23][C:24]([CH3:27])([CH3:26])[CH3:25])=[O:22])([O:23][C:24]([CH3:27])([CH3:26])[CH3:25])=[O:22]. The catalyst is C(N(CC)CC)C. The product is [C:24]([O:23][C:21]([N:8]([CH2:1][C:2]1[CH:7]=[CH:6][CH:5]=[CH:4][CH:3]=1)[C@H:9]([CH2:17][OH:18])[CH2:10][C:11]1[CH:16]=[CH:15][CH:14]=[CH:13][CH:12]=1)=[O:22])([CH3:27])([CH3:26])[CH3:25]. The yield is 0.970. (9) The reactants are Br[C:2]1[CH:7]=[CH:6][C:5]([CH3:8])=[CH:4][N:3]=1.[C:9]1(B(O)O)[CH:14]=[CH:13][CH:12]=[CH:11][CH:10]=1.O.[O-]P([O-])([O-])=O.[K+].[K+].[K+].C1(C)C=CC=CC=1. The catalyst is C1C=CC(/C=C/C(/C=C/C2C=CC=CC=2)=O)=CC=1.C1C=CC(/C=C/C(/C=C/C2C=CC=CC=2)=O)=CC=1.C1C=CC(/C=C/C(/C=C/C2C=CC=CC=2)=O)=CC=1.[Pd].[Pd].C1(P(C2CCCCC2)C2C=CC=CC=2C2C(OC)=CC=CC=2OC)CCCCC1.O. The product is [CH3:8][C:5]1[CH:6]=[CH:7][C:2]([C:9]2[CH:14]=[CH:13][CH:12]=[CH:11][CH:10]=2)=[N:3][CH:4]=1. The yield is 0.880.